This data is from Forward reaction prediction with 1.9M reactions from USPTO patents (1976-2016). The task is: Predict the product of the given reaction. (1) Given the reactants [OH-].[Li+].[CH3:3][S:4]([O:7][C:8]1[C:9]([O:20][CH3:21])=[C:10]2[C:14](=[CH:15][CH:16]=1)[N:13](C(=O)C)[N:12]=[CH:11]2)(=[O:6])=[O:5].O, predict the reaction product. The product is: [CH3:3][S:4]([O:7][C:8]1[C:9]([O:20][CH3:21])=[C:10]2[C:14](=[CH:15][CH:16]=1)[NH:13][N:12]=[CH:11]2)(=[O:5])=[O:6]. (2) The product is: [F:30][C:11]1[CH:12]=[C:13]([O:17][C@H:18]2[CH2:23][CH2:22][CH2:21][CH2:20][C@@H:19]2[C:24]2[CH:29]=[CH:28][N:27]=[N:26][CH:25]=2)[C:14]([F:16])=[CH:15][C:10]=1[S:7]([NH:6][C:31]1[CH:36]=[CH:35][N:34]=[CH:33][N:32]=1)(=[O:8])=[O:9]. Given the reactants COC1C=C(OC)C=CC=1C[N:6]([C:31]1[CH:36]=[CH:35][N:34]=[CH:33][N:32]=1)[S:7]([C:10]1[CH:15]=[C:14]([F:16])[C:13]([O:17][C@H:18]2[CH2:23][CH2:22][CH2:21][CH2:20][C@@H:19]2[C:24]2[CH:29]=[CH:28][N:27]=[N:26][CH:25]=2)=[CH:12][C:11]=1[F:30])(=[O:9])=[O:8].C([SiH](CC)CC)C.FC(F)(F)C(O)=O, predict the reaction product. (3) Given the reactants C([Si](C(C)C)(C(C)C)[O:5][CH2:6][CH2:7][N:8]1[CH2:13][CH2:12][N:11]([CH2:14][C:15]([F:18])([F:17])[F:16])[CH2:10][CH2:9]1)(C)C, predict the reaction product. The product is: [F:18][C:15]([F:16])([F:17])[CH2:14][N:11]1[CH2:10][CH2:9][N:8]([CH2:7][CH2:6][OH:5])[CH2:13][CH2:12]1. (4) The product is: [B:18]([C:15]1[CH:14]=[N:13][C:12]([N:4]2[CH2:5][CH2:6][CH:7]([C:8]([OH:10])=[O:9])[O:1][CH2:2][CH2:3]2)=[N:17][CH:16]=1)([OH:20])[OH:19]. Given the reactants [O:1]1[CH:7]([C:8]([OH:10])=[O:9])[CH2:6][CH2:5][NH:4][CH2:3][CH2:2]1.Cl[C:12]1[N:17]=[CH:16][C:15]([B:18]([OH:20])[OH:19])=[CH:14][N:13]=1, predict the reaction product. (5) The product is: [CH3:23][O:22][C:19]1[CH:20]=[C:21]2[C:16]([CH2:15][CH2:14][O:13][CH:12]2[CH2:11][N:9]2[CH2:10][CH2:5][NH:6][CH2:7][CH2:8]2)=[CH:17][C:18]=1[C:24]#[N:25]. Given the reactants CC([CH:5]1[CH2:10][N:9]([CH2:11][CH:12]2[C:21]3[C:16](=[CH:17][C:18]([C:24]#[N:25])=[C:19]([O:22][CH3:23])[CH:20]=3)[CH2:15][CH2:14][O:13]2)[CH2:8][CH2:7][N:6]1C([O-])=O)(C)C.C(O)(C(F)(F)F)=O, predict the reaction product.